Dataset: Full USPTO retrosynthesis dataset with 1.9M reactions from patents (1976-2016). Task: Predict the reactants needed to synthesize the given product. (1) Given the product [NH2:20][C:21]1[S:22][C:23]([C:29]2[CH:30]=[C:31]([CH3:35])[CH:32]=[CH:33][CH:34]=2)=[C:24]([C:26]([N:2]2[C@H:3]([CH2:7][NH:8][C:9]([C:11]3[CH:12]=[CH:13][CH:14]=[C:15]4[O:19][CH:18]=[CH:17][C:16]=34)=[O:10])[CH2:4][C@H:5]3[C@@H:1]2[CH2:6]3)=[O:27])[N:25]=1, predict the reactants needed to synthesize it. The reactants are: [C@H:1]12[CH2:6][C@H:5]1[CH2:4][C@@H:3]([CH2:7][NH:8][C:9]([C:11]1[CH:12]=[CH:13][CH:14]=[C:15]3[O:19][CH:18]=[CH:17][C:16]=13)=[O:10])[NH:2]2.[NH2:20][C:21]1[S:22][C:23]([C:29]2[CH:30]=[C:31]([CH3:35])[CH:32]=[CH:33][CH:34]=2)=[C:24]([C:26](O)=[O:27])[N:25]=1. (2) Given the product [Cl:18][C:12]1[CH:13]=[CH:14][CH:15]=[C:16]([Cl:17])[C:11]=1[N:9]1[CH:8]=[C:7]2[C:2]([NH:24][C:22]([CH:19]3[CH2:21][CH2:20]3)=[O:23])=[N:3][CH:4]=[CH:5][C:6]2=[N:10]1, predict the reactants needed to synthesize it. The reactants are: Cl[C:2]1[C:7]2=[CH:8][N:9]([C:11]3[C:16]([Cl:17])=[CH:15][CH:14]=[CH:13][C:12]=3[Cl:18])[N:10]=[C:6]2[CH:5]=[CH:4][N:3]=1.[CH:19]1([C:22]([NH2:24])=[O:23])[CH2:21][CH2:20]1.CC1(C)C2C(=C(P(C3C=CC=CC=3)C3C=CC=CC=3)C=CC=2)OC2C(P(C3C=CC=CC=3)C3C=CC=CC=3)=CC=CC1=2.C([O-])([O-])=O.[Cs+].[Cs+]. (3) Given the product [CH2:28]([O:27][C@@H:22]([CH2:21][C:18]1[CH:17]=[CH:16][C:15]([C:11]2[N:12]([CH3:14])[N:13]=[C:9]([NH:8][CH3:5])[N:10]=2)=[CH:20][CH:19]=1)[C:23]([O:25][CH3:26])=[O:24])[CH3:29].[CH2:28]([O:27][C@@H:22]([CH2:21][C:18]1[CH:19]=[CH:20][C:15]([C:11]2[N:12]([CH3:14])[N:13]=[C:9]([NH:8][CH3:30])[N:10]=2)=[CH:16][CH:17]=1)[C:23]([OH:25])=[O:24])[CH3:29], predict the reactants needed to synthesize it. The reactants are: S(OC)(O[CH3:5])(=O)=O.[NH2:8][C:9]1[N:10]=[C:11]([C:15]2[CH:20]=[CH:19][C:18]([CH2:21][C@H:22]([O:27][CH2:28][CH3:29])[C:23]([O:25][CH3:26])=[O:24])=[CH:17][CH:16]=2)[N:12]([CH3:14])[N:13]=1.[CH2:30](OCC)C. (4) Given the product [O:8]1[CH:9]=[CH:10][CH:11]=[C:7]1[CH2:6][CH2:5][CH2:4][NH2:1], predict the reactants needed to synthesize it. The reactants are: [N:1]([CH2:4][CH2:5][CH2:6][C:7]1[O:8][CH:9]=[CH:10][CH:11]=1)=[N+]=[N-]. (5) Given the product [CH:1](=[N:13]/[C:12]1[CH:14]=[CH:15][CH:16]=[CH:17][C:11]=1[O:10][CH3:9])\[C:2]1[CH:7]=[CH:6][CH:5]=[CH:4][CH:3]=1, predict the reactants needed to synthesize it. The reactants are: [CH:1](=O)[C:2]1[CH:7]=[CH:6][CH:5]=[CH:4][CH:3]=1.[CH3:9][O:10][C:11]1[CH:17]=[CH:16][CH:15]=[CH:14][C:12]=1[NH2:13].O. (6) The reactants are: [CH3:1][C:2]1[CH:39]=[C:38]([CH3:40])[CH:37]=[CH:36][C:3]=1[O:4][CH2:5][C@H:6]([OH:35])[CH2:7][NH:8][C:9]1[CH:14]=[CH:13][NH:12][C:11](=[O:15])[C:10]=1[C:16]1[NH:27][C:26]2[C:18](=[CH:19][C:20]3[CH2:21][N:22]([CH:29]4[CH2:34][CH2:33][NH:32][CH2:31][CH2:30]4)[C:23](=[O:28])[C:24]=3[CH:25]=2)[N:17]=1.Br[CH:42]1[CH2:44][CH2:43]1.CCN(C(C)C)C(C)C. Given the product [CH:42]1([N:32]2[CH2:31][CH2:30][CH:29]([N:22]3[CH2:21][C:20]4[CH:19]=[C:18]5[C:26]([NH:27][C:16]([C:10]6[C:11](=[O:15])[NH:12][CH:13]=[CH:14][C:9]=6[NH:8][CH2:7][CH:6]([OH:35])[CH2:5][O:4][C:3]6[CH:36]=[CH:37][C:38]([CH3:40])=[CH:39][C:2]=6[CH3:1])=[N:17]5)=[CH:25][C:24]=4[C:23]3=[O:28])[CH2:34][CH2:33]2)[CH2:44][CH2:43]1, predict the reactants needed to synthesize it.